From a dataset of Buchwald-Hartwig C-N cross coupling reaction yields with 55,370 reactions. Predict the reaction yield, written as a fraction of the theoretical maximum amount of product (1.0 means a 100% yield; for example, 0.34 means a 34% yield). (1) The reactants are CCc1ccc(Br)cc1.Cc1ccc(N)cc1.O=S(=O)(O[Pd]1c2ccccc2-c2ccccc2N~1)C(F)(F)F.CC(C)c1cc(C(C)C)c(-c2ccccc2P(C2CCCCC2)C2CCCCC2)c(C(C)C)c1.CN(C)C(=NC(C)(C)C)N(C)C.c1ccc(-c2cnoc2)cc1. No catalyst specified. The product is CCc1ccc(Nc2ccc(C)cc2)cc1. The yield is 0.0843. (2) No catalyst specified. The product is Cc1ccc(Nc2ccccn2)cc1. The reactants are Ic1ccccn1.Cc1ccc(N)cc1.O=S(=O)(O[Pd]1c2ccccc2-c2ccccc2N~1)C(F)(F)F.COc1ccc(OC)c(P([C@]23C[C@H]4C[C@H](C[C@H](C4)C2)C3)[C@]23C[C@H]4C[C@H](C[C@H](C4)C2)C3)c1-c1c(C(C)C)cc(C(C)C)cc1C(C)C.CCN=P(N=P(N(C)C)(N(C)C)N(C)C)(N(C)C)N(C)C.c1ccc(CN(Cc2ccccc2)c2ccno2)cc1. The yield is 0.427. (3) The reactants are FC(F)(F)c1ccc(Br)cc1.Cc1ccc(N)cc1.O=S(=O)(O[Pd]1c2ccccc2-c2ccccc2N~1)C(F)(F)F.CC(C)c1cc(C(C)C)c(-c2ccccc2P(C(C)(C)C)C(C)(C)C)c(C(C)C)c1.CCN=P(N=P(N(C)C)(N(C)C)N(C)C)(N(C)C)N(C)C.c1ccc(CN(Cc2ccccc2)c2ccno2)cc1. No catalyst specified. The product is Cc1ccc(Nc2ccc(C(F)(F)F)cc2)cc1. The yield is 0.107. (4) The reactants are CCc1ccc(Br)cc1.Cc1ccc(N)cc1.O=S(=O)(O[Pd]1c2ccccc2-c2ccccc2N~1)C(F)(F)F.COc1ccc(OC)c(P(C(C)(C)C)C(C)(C)C)c1-c1c(C(C)C)cc(C(C)C)cc1C(C)C.CN1CCCN2CCCN=C12.Cc1cc(C)on1. No catalyst specified. The product is CCc1ccc(Nc2ccc(C)cc2)cc1. The yield is 0.750. (5) The reactants are Clc1cccnc1.Cc1ccc(N)cc1.O=S(=O)(O[Pd]1c2ccccc2-c2ccccc2N~1)C(F)(F)F.COc1ccc(OC)c(P(C(C)(C)C)C(C)(C)C)c1-c1c(C(C)C)cc(C(C)C)cc1C(C)C.CN(C)C(=NC(C)(C)C)N(C)C.COC(=O)c1ccno1. No catalyst specified. The product is Cc1ccc(Nc2cccnc2)cc1. The yield is 0. (6) The reactants are Clc1cccnc1.Cc1ccc(N)cc1.O=S(=O)(O[Pd]1c2ccccc2-c2ccccc2N~1)C(F)(F)F.CC(C)c1cc(C(C)C)c(-c2ccccc2P(C2CCCCC2)C2CCCCC2)c(C(C)C)c1.CN(C)C(=NC(C)(C)C)N(C)C.c1ccc(CN(Cc2ccccc2)c2ccon2)cc1. No catalyst specified. The product is Cc1ccc(Nc2cccnc2)cc1. The yield is 0.109. (7) The reactants are COc1ccc(Br)cc1.Cc1ccc(N)cc1.O=S(=O)(O[Pd]1c2ccccc2-c2ccccc2N~1)C(F)(F)F.COc1ccc(OC)c(P([C@]23C[C@H]4C[C@H](C[C@H](C4)C2)C3)[C@]23C[C@H]4C[C@H](C[C@H](C4)C2)C3)c1-c1c(C(C)C)cc(C(C)C)cc1C(C)C.CCN=P(N=P(N(C)C)(N(C)C)N(C)C)(N(C)C)N(C)C.Cc1ccon1. No catalyst specified. The product is COc1ccc(Nc2ccc(C)cc2)cc1. The yield is 0.523.